Dataset: Full USPTO retrosynthesis dataset with 1.9M reactions from patents (1976-2016). Task: Predict the reactants needed to synthesize the given product. (1) Given the product [C:15]([C:16]1[C:17](=[O:18])[NH:1][C:2]2[C:3]([CH:4]=1)=[CH:6][C:7]([Cl:11])=[C:8]([F:10])[CH:9]=2)(=[O:14])[CH3:20], predict the reactants needed to synthesize it. The reactants are: [NH2:1][C:2]1[CH:9]=[C:8]([F:10])[C:7]([Cl:11])=[CH:6][C:3]=1[CH:4]=O.CC1(C)[O:18][C:17](=O)[CH:16]=[C:15]([CH3:20])[O:14]1. (2) Given the product [CH2:1]([O:3][C:4]([C:6]1[C:10]([C:17]2[N:22]=[CH:21][CH:20]=[CH:19][N:18]=2)=[CH:9][S:8][CH:7]=1)=[O:5])[CH3:2], predict the reactants needed to synthesize it. The reactants are: [CH2:1]([O:3][C:4]([C:6]1[C:10](Br)=[CH:9][S:8][CH:7]=1)=[O:5])[CH3:2].C([Sn](CCCC)(CCCC)[C:17]1[N:22]=[CH:21][CH:20]=[CH:19][N:18]=1)CCC.[F-].[Cs+]. (3) Given the product [CH3:1][O:2][C:3]([C:5]1[C:13]2[C:12]3[S:17][C:15]([NH2:16])=[N:14][C:11]=3[CH:10]=[CH:9][C:8]=2[NH:7][N:6]=1)=[O:4], predict the reactants needed to synthesize it. The reactants are: [CH3:1][O:2][C:3]([C:5]1[C:13]2[C:8](=[CH:9][CH:10]=[C:11]([NH2:14])[CH:12]=2)[NH:7][N:6]=1)=[O:4].[C:15]([S-:17])#[N:16].[K+].BrBr. (4) Given the product [CH2:1]([O:8][C:9]([NH:11][CH2:12][CH2:13][CH2:14][C@H:15]([N:20]([CH2:33][C:34]1[CH:39]=[CH:38][C:37]([C:40]2[CH:45]=[CH:44][CH:43]=[CH:42][CH:41]=2)=[CH:36][CH:35]=1)[S:21]([C:24]1[CH:29]=[CH:28][C:27]([N+:30]([O-:32])=[O:31])=[CH:26][CH:25]=1)(=[O:22])=[O:23])[C:16]([OH:18])=[O:17])=[O:10])[C:2]1[CH:7]=[CH:6][CH:5]=[CH:4][CH:3]=1, predict the reactants needed to synthesize it. The reactants are: [CH2:1]([O:8][C:9]([NH:11][CH2:12][CH2:13][CH2:14][C@H:15]([N:20]([CH2:33][C:34]1[CH:39]=[CH:38][C:37]([C:40]2[CH:45]=[CH:44][CH:43]=[CH:42][CH:41]=2)=[CH:36][CH:35]=1)[S:21]([C:24]1[CH:29]=[CH:28][C:27]([N+:30]([O-:32])=[O:31])=[CH:26][CH:25]=1)(=[O:23])=[O:22])[C:16]([O:18]C)=[O:17])=[O:10])[C:2]1[CH:7]=[CH:6][CH:5]=[CH:4][CH:3]=1.[OH-].[Na+].Cl. (5) The reactants are: [C:1]([O:5][C:6]([N:8]1[CH2:13][CH2:12][N:11]([C:14]([C:16]2[C:17]3[C:31]([CH:32]=[CH2:33])=[N:30][N:29]([CH:34]4[CH2:39][CH2:38][CH2:37][CH2:36][O:35]4)[C:18]=3[N:19]=[C:20]([C:22]3[CH:27]=[CH:26][C:25]([OH:28])=[CH:24][CH:23]=3)[CH:21]=2)=[O:15])[CH2:10][CH2:9]1)=[O:7])([CH3:4])([CH3:3])[CH3:2].N1C=CN=C1.[C:45]([Si:49](Cl)([CH3:51])[CH3:50])([CH3:48])([CH3:47])[CH3:46].O. Given the product [C:1]([O:5][C:6]([N:8]1[CH2:9][CH2:10][N:11]([C:14]([C:16]2[C:17]3[C:31]([CH:32]=[CH2:33])=[N:30][N:29]([CH:34]4[CH2:39][CH2:38][CH2:37][CH2:36][O:35]4)[C:18]=3[N:19]=[C:20]([C:22]3[CH:27]=[CH:26][C:25]([O:28][Si:49]([C:45]([CH3:48])([CH3:47])[CH3:46])([CH3:51])[CH3:50])=[CH:24][CH:23]=3)[CH:21]=2)=[O:15])[CH2:12][CH2:13]1)=[O:7])([CH3:2])([CH3:3])[CH3:4], predict the reactants needed to synthesize it. (6) The reactants are: [CH2:1]([O:3][C:4]([C:6]1[CH:7]=[N:8][C:9]2[C:14]([C:15]=1Cl)=[CH:13][C:12]([I:17])=[CH:11][CH:10]=2)=[O:5])[CH3:2].[O-:18][CH2:19][CH3:20].[Na+]. Given the product [CH2:1]([O:3][C:4]([C:6]1[CH:7]=[N:8][C:9]2[C:14]([C:15]=1[O:18][CH2:19][CH3:20])=[CH:13][C:12]([I:17])=[CH:11][CH:10]=2)=[O:5])[CH3:2], predict the reactants needed to synthesize it. (7) Given the product [OH:1][C:2]1([C:24]#[C:23][C:17]2[CH:22]=[CH:21][CH:20]=[CH:19][CH:18]=2)[CH2:3][C:4]2([CH2:11][CH2:10][N:9]([C:12]([O:14][CH2:15][CH3:16])=[O:13])[CH2:8][CH2:7]2)[O:5][CH2:6]1, predict the reactants needed to synthesize it. The reactants are: [O:1]=[C:2]1[CH2:6][O:5][C:4]2([CH2:11][CH2:10][N:9]([C:12]([O:14][CH2:15][CH3:16])=[O:13])[CH2:8][CH2:7]2)[CH2:3]1.[C:17]1([C:23]#[C:24][Mg]Br)[CH:22]=[CH:21][CH:20]=[CH:19][CH:18]=1. (8) Given the product [CH3:12][C:13]1([CH3:21])[C:19]2[C:10]([CH3:9])=[CH:1][CH:2]=[CH:3][C:18]=2[O:17][C:15](=[O:16])[CH2:14]1, predict the reactants needed to synthesize it. The reactants are: [C:1]1(O)[C:10]2[C:2](=[CH:1][CH:10]=[CH:9][CH:9]=2)[CH:3]=[CH:3][CH:2]=1.[CH3:12][C:13]([CH3:19])=[CH:14][C:15]([O:17][CH3:18])=[O:16].O.[CH3:21]S(O)(=O)=O. (9) Given the product [NH2:20][C@H:16]1[CH2:17][CH2:18][CH2:19][N:14]([C:13]2[C:12]([NH:28][C:29]([C:31]3[N:32]=[C:33]([C:36]4[C:37]([F:43])=[CH:38][CH:39]=[CH:40][C:41]=4[F:42])[S:34][CH:35]=3)=[O:30])=[CH:11][N:10]=[C:9]3[CH:5]([OH:4])[CH2:6][CH2:7][C:8]=23)[CH2:15]1, predict the reactants needed to synthesize it. The reactants are: C([O:4][CH:5]1[C:9]2=[N:10][CH:11]=[C:12]([NH:28][C:29]([C:31]3[N:32]=[C:33]([C:36]4[C:41]([F:42])=[CH:40][CH:39]=[CH:38][C:37]=4[F:43])[S:34][CH:35]=3)=[O:30])[C:13]([N:14]3[CH2:19][CH2:18][CH2:17][C@H:16]([NH:20]C(OC(C)(C)C)=O)[CH2:15]3)=[C:8]2[CH2:7][CH2:6]1)(=O)C.CO.[OH-].[Na+].C(O)(C(F)(F)F)=O.